This data is from Reaction yield outcomes from USPTO patents with 853,638 reactions. The task is: Predict the reaction yield, written as a fraction of the theoretical maximum amount of product (1.0 means a 100% yield; for example, 0.34 means a 34% yield). (1) The reactants are [O:1]1[CH2:6][CH2:5][N:4]([C:7]2[S:8][C:9]([CH:12]=[O:13])=[CH:10][N:11]=2)[CH2:3][CH2:2]1.C(=O)([O-])[O-].[K+].[K+].[F:20][C:21]([Si](C)(C)C)([F:23])[F:22]. The catalyst is CN(C)C=O. The product is [F:20][C:21]([F:23])([F:22])[CH:12]([C:9]1[S:8][C:7]([N:4]2[CH2:5][CH2:6][O:1][CH2:2][CH2:3]2)=[N:11][CH:10]=1)[OH:13]. The yield is 0.650. (2) The reactants are [CH2:1]([C:8]1[C:9]([NH:20][CH:21]([CH2:25][CH3:26])[C:22]([OH:24])=O)=[N:10][CH:11]=[C:12]([C:14]2[CH:19]=[CH:18][CH:17]=[CH:16][CH:15]=2)[N:13]=1)[C:2]1[CH:7]=[CH:6][CH:5]=[CH:4][CH:3]=1.N1C=CC=CC=1.C1(N=C=NC2CCCCC2)CCCCC1. The catalyst is C(Cl)Cl. The product is [CH2:1]([C:8]1[NH:13][C:12]([C:14]2[CH:15]=[CH:16][CH:17]=[CH:18][CH:19]=2)=[CH:11][N:10]2[C:22](=[O:24])[C:21]([CH2:25][CH3:26])=[N:20][C:9]=12)[C:2]1[CH:7]=[CH:6][CH:5]=[CH:4][CH:3]=1. The yield is 0.890.